Task: Regression/Classification. Given a drug SMILES string, predict its absorption, distribution, metabolism, or excretion properties. Task type varies by dataset: regression for continuous measurements (e.g., permeability, clearance, half-life) or binary classification for categorical outcomes (e.g., BBB penetration, CYP inhibition). Dataset: cyp2c19_veith.. Dataset: CYP2C19 inhibition data for predicting drug metabolism from PubChem BioAssay The drug is O=C(O)/C(Cc1cn[nH]n1)=N\O. The result is 0 (non-inhibitor).